Predict the product of the given reaction. From a dataset of Forward reaction prediction with 1.9M reactions from USPTO patents (1976-2016). Given the reactants [OH:1][C@@H:2]1[CH2:7][CH2:6][N:5]([C:8]([O:10]C(C)(C)C)=O)[C@H:4]([CH3:15])[CH2:3]1.F[C:17]1[CH:24]=[CH:23][C:22]([C:25]2[N:30]=[C:29]([NH:31][C:32]3[CH:37]=[CH:36][C:35]([N:38]4[CH2:43][CH2:42][N:41]([CH:44]5[CH2:47][O:46][CH2:45]5)[CH2:40][CH2:39]4)=[CH:34][CH:33]=3)[N:28]=[CH:27][N:26]=2)=[CH:21][C:18]=1[C:19]#[N:20].[OH:48][C@H:49](C)[C:50](O)=O, predict the reaction product. The product is: [OH:48][C@H:49]([CH3:50])[C:8]([N:5]1[CH2:6][CH2:7][C@@H:2]([O:1][C:17]2[CH:24]=[CH:23][C:22]([C:25]3[N:30]=[C:29]([NH:31][C:32]4[CH:37]=[CH:36][C:35]([N:38]5[CH2:43][CH2:42][N:41]([CH:44]6[CH2:47][O:46][CH2:45]6)[CH2:40][CH2:39]5)=[CH:34][CH:33]=4)[N:28]=[CH:27][N:26]=3)=[CH:21][C:18]=2[C:19]#[N:20])[CH2:3][C@H:4]1[CH3:15])=[O:10].